Dataset: Reaction yield outcomes from USPTO patents with 853,638 reactions. Task: Predict the reaction yield, written as a fraction of the theoretical maximum amount of product (1.0 means a 100% yield; for example, 0.34 means a 34% yield). The reactants are [C:1]([CH2:3][C:4](Cl)=[O:5])#[N:2].[CH3:7][NH:8][CH2:9][CH2:10][CH2:11][Si:12]([O:17][CH3:18])([O:15][CH3:16])[O:13][CH3:14].N1C=CC=CC=1. The catalyst is C(OCC)C. The product is [CH3:7][N:8]([CH2:9][CH2:10][CH2:11][Si:12]([O:15][CH3:16])([O:17][CH3:18])[O:13][CH3:14])[C:4](=[O:5])[CH2:3][C:1]#[N:2]. The yield is 0.750.